From a dataset of Catalyst prediction with 721,799 reactions and 888 catalyst types from USPTO. Predict which catalyst facilitates the given reaction. (1) Reactant: CC(C[AlH]CC(C)C)C.C[O:11][C:12](=O)[C:13]([CH3:22])([CH3:21])[CH2:14][O:15][CH:16]1[CH2:20][CH2:19][O:18][CH2:17]1.Cl. Product: [CH3:21][C:13]([CH3:22])([CH2:14][O:15][CH:16]1[CH2:20][CH2:19][O:18][CH2:17]1)[CH2:12][OH:11]. The catalyst class is: 4. (2) Reactant: [CH:1](=[C:8]1[C:16]2[C:11](=[CH:12][CH:13]=[C:14]([Br:17])[CH:15]=2)[C:10](=O)[O:9]1)[C:2]1[CH:7]=[CH:6][CH:5]=[CH:4][CH:3]=1.[NH2:19][NH2:20]. The catalyst class is: 8. Product: [CH2:1]([C:8]1[C:16]2[C:11](=[CH:12][CH:13]=[C:14]([Br:17])[CH:15]=2)[C:10](=[O:9])[NH:20][N:19]=1)[C:2]1[CH:7]=[CH:6][CH:5]=[CH:4][CH:3]=1. (3) Product: [N:1]1([C:10]2[S:14][C:13]([C:15](=[N:22][OH:23])[CH2:16][CH2:17][CH2:18][CH3:19])=[CH:12][CH:11]=2)[C:5]2[CH:6]=[CH:7][CH:8]=[CH:9][C:4]=2[N:3]=[CH:2]1. Reactant: [N:1]1([C:10]2[S:14][C:13]([C:15](=O)[CH2:16][CH2:17][CH2:18][CH3:19])=[CH:12][CH:11]=2)[C:5]2[CH:6]=[CH:7][CH:8]=[CH:9][C:4]=2[N:3]=[CH:2]1.Cl.[NH2:22][OH:23].N1C=CC=CC=1. The catalyst class is: 8. (4) Product: [Cl:1][C:2]1[N:7]=[C:6]([C:8]2[C:9]([C:17]3[CH:22]=[CH:21][C:20]([F:23])=[CH:19][CH:18]=3)=[N:10][N:11]3[C:16]=2[CH2:15][CH2:14][CH2:13][N:12]3[CH3:26])[CH:5]=[CH:4][N:3]=1. The catalyst class is: 35. Reactant: [Cl:1][C:2]1[N:7]=[C:6]([C:8]2[C:9]([C:17]3[CH:22]=[CH:21][C:20]([F:23])=[CH:19][CH:18]=3)=[N:10][N:11]3[C:16]=2[CH2:15][CH2:14][CH2:13][NH:12]3)[CH:5]=[CH:4][N:3]=1.IC.[C:26](=O)([O-])[O-].[K+].[K+]. (5) Reactant: [CH3:1][C:2]1[CH:3]=[C:4]([CH:16]=[CH:17][C:18]=1[N+:19]([O-])=O)[O:5][C:6]1[CH:7]=[CH:8][C:9]([S:12]([CH3:15])(=[O:14])=[O:13])=[N:10][CH:11]=1.O1CCCC1. Product: [CH3:1][C:2]1[CH:3]=[C:4]([O:5][C:6]2[CH:11]=[N:10][C:9]([S:12]([CH3:15])(=[O:14])=[O:13])=[CH:8][CH:7]=2)[CH:16]=[CH:17][C:18]=1[NH2:19]. The catalyst class is: 352. (6) Reactant: [Cl:1][C:2]1[CH:3]=[CH:4][C:5]([O:19][CH2:20][C:21]2[CH:26]=[CH:25][C:24]([Cl:27])=[CH:23][C:22]=2[F:28])=[C:6]([CH:18]=1)[CH2:7][N:8]1[C:12]2=[N:13][CH:14]=[CH:15][C:16](I)=[C:11]2[CH2:10][CH2:9]1.[CH3:29][N:30](C=O)C. Product: [Cl:1][C:2]1[CH:3]=[CH:4][C:5]([O:19][CH2:20][C:21]2[CH:26]=[CH:25][C:24]([Cl:27])=[CH:23][C:22]=2[F:28])=[C:6]([CH:18]=1)[CH2:7][N:8]1[C:12]2[N:13]=[CH:14][CH:15]=[C:16]([C:29]#[N:30])[C:11]=2[CH2:10][CH2:9]1. The catalyst class is: 380. (7) Reactant: [CH3:1][C:2]1[CH:7]=[CH:6][C:5]([C:8]2[N:9]([C:17]3[CH:22]=[CH:21][C:20]([S:23](C)(=[O:25])=[O:24])=[CH:19][CH:18]=3)[CH:10]=[C:11]([C:13]([F:16])([F:15])[F:14])[N:12]=2)=[CH:4][N:3]=1.C([Mg]Cl)CCC.C(B(CC)CC)C.C([O-])(=O)C.[Na+].[NH2:45]OS(O)(=O)=O. Product: [CH3:1][C:2]1[N:3]=[CH:4][C:5]([C:8]2[N:9]([C:17]3[CH:22]=[CH:21][C:20]([S:23]([NH2:45])(=[O:25])=[O:24])=[CH:19][CH:18]=3)[CH:10]=[C:11]([C:13]([F:16])([F:15])[F:14])[N:12]=2)=[CH:6][CH:7]=1. The catalyst class is: 30. (8) Reactant: [Cl:1][C:2]1[N:7]=[C:6](Cl)[C:5]([O:9][CH2:10][CH:11]([OH:16])[C:12]([CH3:15])([CH3:14])[CH3:13])=[C:4]([N:17]2[CH2:22][CH2:21][O:20][CH2:19][CH2:18]2)[N:3]=1.[H-].[Na+]. Product: [C:12]([CH:11]1[O:16][C:6]2[N:7]=[C:2]([Cl:1])[N:3]=[C:4]([N:17]3[CH2:22][CH2:21][O:20][CH2:19][CH2:18]3)[C:5]=2[O:9][CH2:10]1)([CH3:15])([CH3:14])[CH3:13]. The catalyst class is: 1. (9) The catalyst class is: 1. Reactant: C1CCC(N=C=NC2CCCCC2)CC1.Cl.[C:17]1([NH:23][CH:24]([C:28]2[CH:33]=[CH:32][C:31]([C:34]([F:37])([F:36])[F:35])=[CH:30][CH:29]=2)[C:25]([OH:27])=[O:26])[CH:22]=[CH:21][CH:20]=[CH:19][CH:18]=1.C1C=CC2N(O)N=NC=2C=1.[N:48]12[CH2:55][CH2:54][CH:51]([CH2:52][CH2:53]1)[C@@H:50](O)[CH2:49]2. Product: [N:48]12[CH2:55][CH2:54][CH:51]([CH2:52][CH2:53]1)[C@@H:50]([O:26][C:25](=[O:27])[CH:24]([NH:23][C:17]1[CH:18]=[CH:19][CH:20]=[CH:21][CH:22]=1)[C:28]1[CH:33]=[CH:32][C:31]([C:34]([F:35])([F:36])[F:37])=[CH:30][CH:29]=1)[CH2:49]2.